From a dataset of Full USPTO retrosynthesis dataset with 1.9M reactions from patents (1976-2016). Predict the reactants needed to synthesize the given product. (1) The reactants are: Br[C:2]1[CH:3]=[N:4][CH:5]=[C:6]2[C:11]=1[N:10]=[C:9]([C:12]([NH2:14])=[O:13])[CH:8]=[CH:7]2.[O:15]1[CH2:20][CH2:19][N:18]([C:21]2[CH:26]=[CH:25][C:24](B(O)O)=[CH:23][CH:22]=2)[CH2:17][CH2:16]1.C(=O)([O-])[O-].[Cs+].[Cs+]. Given the product [O:15]1[CH2:20][CH2:19][N:18]([C:21]2[CH:26]=[CH:25][C:24]([C:2]3[CH:3]=[N:4][CH:5]=[C:6]4[C:11]=3[N:10]=[C:9]([C:12]([NH2:14])=[O:13])[CH:8]=[CH:7]4)=[CH:23][CH:22]=2)[CH2:17][CH2:16]1, predict the reactants needed to synthesize it. (2) Given the product [CH2:30]([S:34]([NH:1][C:2]1[CH:22]=[CH:21][C:5]([CH2:6][N:7]2[C:11]3=[N:12][C:13]([C:16]([O:18][CH3:19])=[O:17])=[CH:14][CH:15]=[C:10]3[N:9]=[C:8]2[CH3:20])=[C:4]([Cl:23])[CH:3]=1)(=[O:36])=[O:35])[CH2:31][CH2:32][CH3:33], predict the reactants needed to synthesize it. The reactants are: [NH2:1][C:2]1[CH:22]=[CH:21][C:5]([CH2:6][N:7]2[C:11]3=[N:12][C:13]([C:16]([O:18][CH3:19])=[O:17])=[CH:14][CH:15]=[C:10]3[N:9]=[C:8]2[CH3:20])=[C:4]([Cl:23])[CH:3]=1.N1C=CC=CC=1.[CH2:30]([S:34](Cl)(=[O:36])=[O:35])[CH2:31][CH2:32][CH3:33].O. (3) Given the product [CH3:11][O:10][C:9]1[CH:12]=[C:2]([CH:1]2[NH:14][CH2:15][CH2:16][S:17]2)[CH:3]=[C:4]([O:5][CH3:6])[C:7]=1[OH:8], predict the reactants needed to synthesize it. The reactants are: [CH:1](=O)[C:2]1[CH:12]=[C:9]([O:10][CH3:11])[C:7]([OH:8])=[C:4]([O:5][CH3:6])[CH:3]=1.[NH2:14][CH2:15][CH2:16][SH:17].Cl.C([O-])(=O)C.[Na+]. (4) Given the product [CH2:44]([N:51]1[CH2:56][CH2:55][CH:54]([CH:57]([O:43][C:40]2[CH:39]=[CH:38][C:37]([Cl:36])=[CH:42][N:41]=2)[CH3:58])[CH:53]([C:60]2[CH:65]=[CH:64][C:63]([Cl:66])=[CH:62][CH:61]=2)[CH2:52]1)[C:45]1[CH:46]=[CH:47][CH:48]=[CH:49][CH:50]=1, predict the reactants needed to synthesize it. The reactants are: C1(P(C2C=CC=CC=2)C2C=CC=CC=2)C=CC=CC=1.N(C(OC(C)(C)C)=O)=NC(OC(C)(C)C)=O.[Cl:36][C:37]1[CH:38]=[CH:39][C:40]([OH:43])=[N:41][CH:42]=1.[CH2:44]([N:51]1[CH2:56][CH2:55][CH:54]([CH:57](O)[CH3:58])[CH:53]([C:60]2[CH:65]=[CH:64][C:63]([Cl:66])=[CH:62][CH:61]=2)[CH2:52]1)[C:45]1[CH:50]=[CH:49][CH:48]=[CH:47][CH:46]=1. (5) The reactants are: [C:1]1(B(O)O)[CH:6]=[CH:5][CH:4]=[CH:3][CH:2]=1.F[B-](F)(F)F.[CH:34]1(P([CH:34]2[CH2:39][CH2:38][CH2:37][CH2:36][CH2:35]2)C2C(OC)=CC(OC)=CC=2OC)[CH2:39][CH2:38][CH2:37][CH2:36][CH2:35]1.[C:40](=[O:43])([O-])[O-:41].[K+].[K+]. Given the product [CH2:2]([C:1]1[C:40](=[O:43])[O:41][C@H:5]([C:34]2[CH:35]=[CH:36][CH:37]=[CH:38][CH:39]=2)[C:6]=1[C:1]1[CH:6]=[CH:5][CH:4]=[CH:3][CH:2]=1)[CH2:3][CH3:4], predict the reactants needed to synthesize it. (6) Given the product [CH3:2][C:3]1[CH:4]=[N:5][C:6]([CH2:12][S+:13]([O-:25])[C:14]2[N-:15][C:16]3[CH:17]=[CH:18][C:19]([O:23][CH3:24])=[CH:20][C:21]=3[N:22]=2)=[C:7]([CH3:11])[C:8]=1[O:9][CH3:10].[CH3:2][C:3]1[CH:4]=[N:5][C:6]([CH2:12][S+:13]([O-:25])[C:14]2[N-:15][C:16]3[CH:17]=[CH:18][C:19]([O:23][CH3:24])=[CH:20][C:21]=3[N:22]=2)=[C:7]([CH3:11])[C:8]=1[O:9][CH3:10].[OH2:26].[OH2:9].[OH2:9].[OH2:9].[Sr+2:33], predict the reactants needed to synthesize it. The reactants are: [K].[CH3:2][C:3]1[CH:4]=[N:5][C:6]([CH2:12][S+:13]([O-:25])[C:14]2[NH:15][C:16]3[CH:17]=[CH:18][C:19]([O:23][CH3:24])=[CH:20][C:21]=3[N:22]=2)=[C:7]([CH3:11])[C:8]=1[O:9][CH3:10].[OH2:26].O.O.O.O.O.[Cl-].[Sr+2:33].[Cl-]. (7) Given the product [NH:1]1[C:5]([C:6]2[CH:14]=[CH:13][C:9]([C:10]([NH:16][NH2:17])=[O:11])=[CH:8][CH:7]=2)=[N:4][N:3]=[N:2]1, predict the reactants needed to synthesize it. The reactants are: [NH:1]1[C:5]([C:6]2[CH:14]=[CH:13][C:9]([C:10]([O-])=[O:11])=[CH:8][CH:7]=2)=[N:4][N:3]=[N:2]1.O.[NH2:16][NH2:17].